From a dataset of Full USPTO retrosynthesis dataset with 1.9M reactions from patents (1976-2016). Predict the reactants needed to synthesize the given product. (1) Given the product [CH3:28][O:27][N:26]=[C:23]([C:24]1[NH:25][N:3]=[N:2][N:1]=1)[C:18]1[CH:19]=[CH:20][CH:21]=[CH:22][C:17]=1[CH2:16][O:15][C:14]1[CH:29]=[C:30]([CH3:33])[CH:31]=[CH:32][C:13]=1[CH3:12], predict the reactants needed to synthesize it. The reactants are: [N-:1]=[N+:2]=[N-:3].[Na+].[Cl-].[NH4+].CN(C)C=O.[CH3:12][C:13]1[CH:32]=[CH:31][C:30]([CH3:33])=[CH:29][C:14]=1[O:15][CH2:16][C:17]1[CH:22]=[CH:21][CH:20]=[CH:19][C:18]=1[C:23](=[N:26][O:27][CH3:28])[C:24]#[N:25]. (2) Given the product [CH:14]1([CH:12]([C:3]2[O:4][C:5]3[CH:10]=[CH:9][C:8]([CH3:11])=[CH:7][C:6]=3[C:2]=2[CH3:1])[OH:13])[CH2:19][CH2:18][CH2:17][CH2:16][CH2:15]1, predict the reactants needed to synthesize it. The reactants are: [CH3:1][C:2]1[C:6]2[CH:7]=[C:8]([CH3:11])[CH:9]=[CH:10][C:5]=2[O:4][C:3]=1[CH:12]=[O:13].[CH:14]1([Mg]Br)[CH2:19][CH2:18][CH2:17][CH2:16][CH2:15]1.[Cl-].[NH4+]. (3) Given the product [S:1]1[CH:5]=[CH:4][CH:3]=[C:2]1[S:6]([NH:9][C:10]1[CH:11]=[CH:12][CH:13]=[C:14]2[C:18]=1[NH:17][C:16]([C:19]1[S:20][CH:21]([CH2:24][C:25]([NH2:29])=[O:27])[CH2:22][N:23]=1)=[CH:15]2)(=[O:7])=[O:8], predict the reactants needed to synthesize it. The reactants are: [S:1]1[CH:5]=[CH:4][CH:3]=[C:2]1[S:6]([NH:9][C:10]1[CH:11]=[CH:12][CH:13]=[C:14]2[C:18]=1[NH:17][C:16]([C:19]1[S:20][CH:21]([CH2:24][C:25]([OH:27])=O)[CH2:22][N:23]=1)=[CH:15]2)(=[O:8])=[O:7].C[N:29](C)C=O.Cl.CN(C)CCCN=C=NCC. (4) Given the product [CH3:29][O:30][C:31]1[CH:32]=[C:33]2[C:37](=[CH:38][CH:39]=1)[NH:36][C:35]([CH3:40])=[C:34]2[CH2:41][C:42]([NH:1][C@H:2]([C:12]1[O:13][C:14]([C:17]2[C:18]([O:27][CH3:28])=[N:19][C:20]3[C:25]([CH:26]=2)=[CH:24][CH:23]=[CH:22][CH:21]=3)=[N:15][N:16]=1)[CH2:3][CH2:4][CH2:5][CH2:6][CH2:7][C:8](=[O:11])[CH2:9][CH3:10])=[O:43], predict the reactants needed to synthesize it. The reactants are: [NH2:1][C@H:2]([C:12]1[O:13][C:14]([C:17]2[C:18]([O:27][CH3:28])=[N:19][C:20]3[C:25]([CH:26]=2)=[CH:24][CH:23]=[CH:22][CH:21]=3)=[N:15][N:16]=1)[CH2:3][CH2:4][CH2:5][CH2:6][CH2:7][C:8](=[O:11])[CH2:9][CH3:10].[CH3:29][O:30][C:31]1[CH:32]=[C:33]2[C:37](=[CH:38][CH:39]=1)[NH:36][C:35]([CH3:40])=[C:34]2[CH2:41][C:42](O)=[O:43].C1C=CC2N(O)N=NC=2C=1.CCN=C=NCCCN(C)C.Cl.CCN(C(C)C)C(C)C. (5) Given the product [C:24]([C:23]1[CH:26]=[CH:27][C:20]([C:11]2[S:12][C:8]([C:6]([C:2]3[O:1][CH:5]=[CH:4][CH:3]=3)=[O:7])=[CH:9][C:10]=2[CH2:13][C:14]([O:16][CH2:17][CH3:18])=[O:15])=[CH:21][CH:22]=1)#[N:25], predict the reactants needed to synthesize it. The reactants are: [O:1]1[CH:5]=[CH:4][CH:3]=[C:2]1[C:6]([C:8]1[S:12][CH:11]=[C:10]([CH2:13][C:14]([O:16][CH2:17][CH3:18])=[O:15])[CH:9]=1)=[O:7].I[C:20]1[CH:27]=[CH:26][C:23]([C:24]#[N:25])=[CH:22][CH:21]=1.[F-].[K+].O. (6) Given the product [CH2:1]([O:5][C:6]1[CH:7]=[C:8]([CH:18]=[CH:19][CH:20]=1)[O:9][C:10]1[CH:11]=[CH:12][C:13]([CH2:14][NH2:15])=[CH:16][CH:17]=1)[CH2:2][CH2:3][CH3:4], predict the reactants needed to synthesize it. The reactants are: [CH2:1]([O:5][C:6]1[CH:7]=[C:8]([CH:18]=[CH:19][CH:20]=1)[O:9][C:10]1[CH:17]=[CH:16][C:13]([C:14]#[N:15])=[CH:12][CH:11]=1)[CH2:2][CH2:3][CH3:4].C1COCC1.[H-].[Al+3].[Li+].[H-].[H-].[H-].[OH-].[Na+]. (7) Given the product [F:1][C:2]1[C:3]([NH:28][C@@H:29]([C:42]([CH3:45])([CH3:44])[CH3:43])/[CH:30]=[CH:31]/[P:32](=[O:41])([O:37][CH:38]([CH3:39])[CH3:40])[O:33][CH:34]([CH3:35])[CH3:36])=[N:4][C:5]([C:8]2[C:16]3[C:11](=[N:12][CH:13]=[C:14]([F:17])[CH:15]=3)[NH:10][CH:9]=2)=[N:6][CH:7]=1, predict the reactants needed to synthesize it. The reactants are: [F:1][C:2]1[C:3]([NH:28][C@@H:29]([C:42]([CH3:45])([CH3:44])[CH3:43])/[CH:30]=[CH:31]/[P:32](=[O:41])([O:37][CH:38]([CH3:40])[CH3:39])[O:33][CH:34]([CH3:36])[CH3:35])=[N:4][C:5]([C:8]2[C:16]3[C:11](=[N:12][CH:13]=[C:14]([F:17])[CH:15]=3)[N:10](S(C3C=CC(C)=CC=3)(=O)=O)[CH:9]=2)=[N:6][CH:7]=1.C[O-].[Na+].[NH4+].[Cl-]. (8) Given the product [NH:1]([C:8]([NH:10][C:11]1[CH:12]=[CH:13][C:14]2[N:18]=[CH:17][N:16]([CH:19]([C:25]3[CH:26]=[CH:27][CH:28]=[CH:29][CH:30]=3)[CH2:20][C:21]([OH:23])=[O:22])[C:15]=2[CH:31]=1)=[O:9])[C:2]1[CH:7]=[CH:6][CH:5]=[CH:4][CH:3]=1.[NH2:34][C:32]1[CH:4]=[CH:3][CH:2]=[CH:7][C:33]=1[C:8]([NH:10][C:11]1[CH:12]=[CH:13][C:14]2[N:18]=[CH:17][N:16]([CH:19]([C:25]3[CH:26]=[CH:27][CH:28]=[CH:29][CH:30]=3)[CH2:20][C:21]([OH:23])=[O:22])[C:15]=2[CH:31]=1)=[O:9], predict the reactants needed to synthesize it. The reactants are: [NH:1]([C:8]([NH:10][C:11]1[CH:12]=[CH:13][C:14]2[N:18]=[CH:17][N:16]([CH:19]([C:25]3[CH:30]=[CH:29][CH:28]=[CH:27][CH:26]=3)[CH2:20][C:21]([O:23]C)=[O:22])[C:15]=2[CH:31]=1)=[O:9])[C:2]1[CH:7]=[CH:6][CH:5]=[CH:4][CH:3]=1.[C:32](#[N:34])[CH3:33]. (9) Given the product [CH2:1]([N:8]([CH2:17][C:18]1[CH:23]=[CH:22][CH:21]=[CH:20][CH:19]=1)[C@@H:9]([CH3:16])[C:10](=[O:11])[CH3:24])[C:2]1[CH:7]=[CH:6][CH:5]=[CH:4][CH:3]=1, predict the reactants needed to synthesize it. The reactants are: [CH2:1]([N:8]([CH2:17][C:18]1[CH:23]=[CH:22][CH:21]=[CH:20][CH:19]=1)[C@@H:9]([CH3:16])[C:10](N(OC)C)=[O:11])[C:2]1[CH:7]=[CH:6][CH:5]=[CH:4][CH:3]=1.[CH3:24][Mg]Br.[Cl-].[NH4+].O. (10) Given the product [CH3:37][CH:3]1[N:2]([CH3:1])[C:11]2[C:6](=[CH:7][C:8]([C:18]([F:20])([F:19])[F:21])=[C:9]([C:12]3[CH:13]=[N:14][N:15]([CH3:17])[CH:16]=3)[CH:10]=2)[N:5]([C:22]2[C:26]3[CH2:27][N:28]([C:45](=[O:47])[CH3:46])[CH2:29][CH2:30][C:25]=3[N:24]([CH:31]3[CH2:36][CH2:35][O:34][CH2:33][CH2:32]3)[N:23]=2)[CH2:4]1, predict the reactants needed to synthesize it. The reactants are: [CH3:1][N:2]1[C:11]2[C:6](=[CH:7][C:8]([C:18]([F:21])([F:20])[F:19])=[C:9]([C:12]3[CH:13]=[N:14][N:15]([CH3:17])[CH:16]=3)[CH:10]=2)[N:5]([C:22]2[C:26]3[CH2:27][NH:28][CH2:29][CH2:30][C:25]=3[N:24]([CH:31]3[CH2:36][CH2:35][O:34][CH2:33][CH2:32]3)[N:23]=2)[CH2:4][CH:3]1[CH3:37].C(N(CC)CC)C.[C:45](OC(=O)C)(=[O:47])[CH3:46].